Task: Predict the reactants needed to synthesize the given product.. Dataset: Full USPTO retrosynthesis dataset with 1.9M reactions from patents (1976-2016) (1) Given the product [Br:12][C:13]1[CH:22]=[CH:21][C:20]([N+:23]([O-:25])=[O:24])=[C:19]2[C:14]=1[CH:15]=[CH:16][N:17]([CH3:26])[C:18]2=[O:2], predict the reactants needed to synthesize it. The reactants are: S(C1C=CC(C)=CC=1)([O-])(=O)=[O:2].[Br:12][C:13]1[CH:22]=[CH:21][C:20]([N+:23]([O-:25])=[O:24])=[C:19]2[C:14]=1[CH:15]=[CH:16][N+:17]([CH3:26])=[CH:18]2.C([O-])([O-])=O.[Na+].[Na+].OO. (2) Given the product [Cl:1][C:2]1[CH:3]=[C:4]([CH2:8][CH2:9][CH2:10][N:11]([C@H:25]2[CH2:26][CH2:27][C@H:28]([CH3:31])[CH2:29][CH2:30]2)[C:12](=[O:24])[NH:45][C:43]2[S:44][C:40]([S:39][C:36]([CH3:37])([CH3:38])[C:35]([OH:34])=[O:46])=[CH:41][N:42]=2)[CH:5]=[CH:6][CH:7]=1, predict the reactants needed to synthesize it. The reactants are: [Cl:1][C:2]1[CH:3]=[C:4]([CH2:8][CH2:9][CH2:10][N:11]([C@H:25]2[CH2:30][CH2:29][C@H:28]([CH3:31])[CH2:27][CH2:26]2)[C:12](=[O:24])NC2SC(SCC(O)=O)=CN=2)[CH:5]=[CH:6][CH:7]=1.C([O:34][C:35](=[O:46])[C:36]([S:39][C:40]1[S:44][C:43]([NH2:45])=[N:42][CH:41]=1)([CH3:38])[CH3:37])C. (3) Given the product [N:1]([CH:10]1[CH2:18][CH2:17][C:16]2[N:12]([C:13]3[N:32]=[CH:31][N:30]=[C:29]([NH2:33])[C:14]=3[C:15]=2[C:19]2[CH:20]=[N:21][C:22]3[C:27]([CH:28]=2)=[CH:26][CH:25]=[CH:24][CH:23]=3)[CH2:11]1)=[N+:2]=[N-:3], predict the reactants needed to synthesize it. The reactants are: [N-:1]=[N+:2]=[N-:3].[Na+].CS(O[CH:10]1[CH2:18][CH2:17][C:16]2[N:12]([C:13]3[N:32]=[CH:31][N:30]=[C:29]([NH2:33])[C:14]=3[C:15]=2[C:19]2[CH:20]=[N:21][C:22]3[C:27]([CH:28]=2)=[CH:26][CH:25]=[CH:24][CH:23]=3)[CH2:11]1)(=O)=O.O. (4) The reactants are: [C:1](=[O:36])([O:3][CH:4]([C:29]1[CH:34]=[CH:33][CH:32]=[CH:31][C:30]=1[Cl:35])[CH2:5][NH:6][C:7](=[O:28])[CH2:8][N:9]1[C:13](=[O:14])[N:12](/[CH:15]=[CH:16]/[C:17]([F:20])([F:19])[F:18])[C:11]([C:21]2[CH:26]=[CH:25][C:24]([Cl:27])=[CH:23][CH:22]=2)=[N:10]1)[NH2:2]. Given the product [C:1](=[O:36])([O:3][CH:4]([C:29]1[CH:34]=[CH:33][CH:32]=[CH:31][C:30]=1[Cl:35])[CH2:5][NH:6][C:7](=[O:28])[CH2:8][N:9]1[C:13](=[O:14])[N:12]([CH2:15][CH2:16][C:17]([F:20])([F:18])[F:19])[C:11]([C:21]2[CH:26]=[CH:25][C:24]([Cl:27])=[CH:23][CH:22]=2)=[N:10]1)[NH2:2], predict the reactants needed to synthesize it. (5) Given the product [C:5]([C:12]1[CH:13]=[CH:14][C:9]([CH2:15][NH:16][C:17](=[O:19])[CH3:18])=[CH:10][CH:11]=1)(=[O:7])[CH3:6], predict the reactants needed to synthesize it. The reactants are: [Cl-].[Al+3].[Cl-].[Cl-].[C:5](Cl)(=[O:7])[CH3:6].[C:9]1([CH2:15][NH:16][C:17](=[O:19])[CH3:18])[CH:14]=[CH:13][CH:12]=[CH:11][CH:10]=1. (6) Given the product [Cl:36][C:29]1[N:28]=[C:27]([NH2:26])[N:35]=[C:34]2[C:30]=1[N:31]=[CH:32][N:33]2[C@@H:3]1[CH2:4][O:5][C@H:6]2[C@@H:7]([O:8][CH:9]([C:12]3[CH:17]=[CH:16][CH:15]=[CH:14][CH:13]=3)[O:10][CH2:11]2)[C@H:2]1[F:1], predict the reactants needed to synthesize it. The reactants are: [F:1][C@@H:2]1[C@@H:7]2[O:8][CH:9]([C:12]3[CH:17]=[CH:16][CH:15]=[CH:14][CH:13]=3)[O:10][CH2:11][C@H:6]2[O:5][CH2:4][C@@H:3]1OS(C(F)(F)F)(=O)=O.[NH2:26][C:27]1[N:35]=[C:34]2[C:30]([NH:31][CH:32]=[N:33]2)=[C:29]([Cl:36])[N:28]=1.[H-].[Na+]. (7) Given the product [CH3:1][O:2][C:3]1[CH:12]=[C:11]2[C:6]([CH2:7][C:8](=[O:30])[CH2:9][O:10]2)=[CH:5][CH:4]=1, predict the reactants needed to synthesize it. The reactants are: [CH3:1][O:2][C:3]1[CH:12]=[C:11]2[C:6]([CH:7]=[C:8](C(O)=O)[CH2:9][O:10]2)=[CH:5][CH:4]=1.C(N(CC)CC)C.C1(P(N=[N+]=[N-])(C2C=CC=CC=2)=[O:30])C=CC=CC=1.Cl.